This data is from Catalyst prediction with 721,799 reactions and 888 catalyst types from USPTO. The task is: Predict which catalyst facilitates the given reaction. (1) Reactant: [Cl:1][C:2]1[CH:7]=[CH:6][CH:5]=[C:4]([Cl:8])[C:3]=1[N:9]=[C:10]=S.C1COCC1.[CH2:17]([NH2:20])[CH2:18][NH2:19].Cl. Product: [Cl:1][C:2]1[CH:7]=[CH:6][CH:5]=[C:4]([Cl:8])[C:3]=1[N:9]=[C:10]1[NH:20][CH2:17][CH2:18][NH:19]1. The catalyst class is: 6. (2) Reactant: [C:1]1([CH3:10])[C:2]([C:7](Cl)=[O:8])=[CH:3][CH:4]=[CH:5][CH:6]=1.[NH2:11][C@H:12]1[CH2:17][CH2:16][CH2:15][N:14](C(OC(C)(C)C)=O)[CH2:13]1.CCN(C(C)C)C(C)C.[C:34]([N:39]1[CH2:44][CH2:43][C:42](=O)[CH2:41][CH2:40]1)([O:36][CH2:37][CH3:38])=[O:35]. Product: [CH3:10][C:1]1[CH:6]=[CH:5][CH:4]=[CH:3][C:2]=1[C:7]([NH:11][C@H:12]1[CH2:17][CH2:16][CH2:15][N:14]([CH:42]2[CH2:43][CH2:44][N:39]([C:34]([O:36][CH2:37][CH3:38])=[O:35])[CH2:40][CH2:41]2)[CH2:13]1)=[O:8]. The catalyst class is: 4. (3) The catalyst class is: 621. Reactant: [CH:1]1([C:4]2[O:5][C:6]3[C:7](=[C:9]([C:28]#[N:29])[C:10]([CH3:27])=[C:11]([C:21]4[CH2:25][CH2:24][CH:23](O)[CH:22]=4)[C:12]=3[N:13]3[CH2:17][CH2:16][C@H:15]([N:18]([CH3:20])[CH3:19])[CH2:14]3)[N:8]=2)[CH2:3][CH2:2]1.Cl.C(O)C. Product: [CH:21]1([C:11]2[C:12]([N:13]3[CH2:17][CH2:16][C@H:15]([N:18]([CH3:19])[CH3:20])[CH2:14]3)=[C:6]3[O:5][C:4]([CH:1]4[CH2:2][CH2:3]4)=[N:8][C:7]3=[C:9]([C:28]#[N:29])[C:10]=2[CH3:27])[CH:25]=[CH:24][CH:23]=[CH:22]1. (4) Reactant: [NH2:1][CH2:2][CH2:3][CH2:4][N:5]1[C:17]2[C:16]3[CH:15]=[CH:14][CH:13]=[CH:12][C:11]=3[N:10]=[C:9]([NH2:18])[C:8]=2[N:7]=[C:6]1[CH2:19][CH2:20][CH2:21][O:22][C:23]1[CH:28]=[CH:27][CH:26]=[CH:25][CH:24]=1.[CH3:29][S:30](Cl)(=[O:32])=[O:31]. Product: [NH2:18][C:9]1[C:8]2[N:7]=[C:6]([CH2:19][CH2:20][CH2:21][O:22][C:23]3[CH:28]=[CH:27][CH:26]=[CH:25][CH:24]=3)[N:5]([CH2:4][CH2:3][CH2:2][NH:1][S:30]([CH3:29])(=[O:32])=[O:31])[C:17]=2[C:16]2[CH:15]=[CH:14][CH:13]=[CH:12][C:11]=2[N:10]=1. The catalyst class is: 22. (5) Reactant: [Br-].[Br:2][C:3]([P+](C1C=CC=CC=1)(C1C=CC=CC=1)C1C=CC=CC=1)(F)F.CC(C)([O-])C.[K+].[C:31]([O:35][C:36]([NH:38][CH2:39][C:40]1[CH:50]=[CH:49][C:43]2[N:44]=[C:45]([CH:47]=O)[S:46][C:42]=2[CH:41]=1)=[O:37])([CH3:34])([CH3:33])[CH3:32].C(=O)([O-])O.[Na+]. Product: [Br:2]/[CH:3]=[CH:47]/[C:45]1[S:46][C:42]2[CH:41]=[C:40]([CH2:39][NH:38][C:36]([O:35][C:31]([CH3:34])([CH3:33])[CH3:32])=[O:37])[CH:50]=[CH:49][C:43]=2[N:44]=1. The catalyst class is: 375. (6) Reactant: [CH3:1][O:2][C:3](=[O:15])[CH2:4][C:5]1[C:13]2[C:8](=[N:9][CH:10]=[CH:11][CH:12]=2)[NH:7][C:6]=1[CH3:14].CCN(P1(N(C)CCCN1C)=NC(C)(C)C)CC.Br[CH2:35][C:36]1[CH:41]=[CH:40][C:39]([S:42]([CH2:45][CH3:46])(=[O:44])=[O:43])=[CH:38][C:37]=1[C:47]([F:50])([F:49])[F:48]. Product: [CH3:1][O:2][C:3](=[O:15])[CH2:4][C:5]1[C:13]2[C:8](=[N:9][CH:10]=[CH:11][CH:12]=2)[N:7]([CH2:35][C:36]2[CH:41]=[CH:40][C:39]([S:42]([CH2:45][CH3:46])(=[O:44])=[O:43])=[CH:38][C:37]=2[C:47]([F:49])([F:50])[F:48])[C:6]=1[CH3:14]. The catalyst class is: 3. (7) Reactant: C([O:5][C:6](=[O:59])[CH2:7][N:8]([CH2:51][C:52](=[O:58])[O:53]C(C)(C)C)[CH:9]([CH2:39][CH2:40][CH2:41][C:42]1[CH:47]=[CH:46][C:45]([N+:48]([O-:50])=[O:49])=[CH:44][CH:43]=1)[CH2:10][N:11]1[CH2:22][CH2:21][N:20]([CH2:23][C:24]([O:26]C(C)(C)C)=[O:25])[CH2:19][CH2:18][N:17]([CH2:31][C:32]([O-:34])=[O:33])[CH2:16][CH2:15][N:14]([CH2:35][C:36]([O-:38])=[O:37])[CH2:13][CH2:12]1)(C)(C)C.Cl.CCOCC. Product: [C:52]([CH2:51][N:8]([CH2:7][C:6]([OH:59])=[O:5])[CH:9]([CH2:39][CH2:40][CH2:41][C:42]1[CH:47]=[CH:46][C:45]([N+:48]([O-:50])=[O:49])=[CH:44][CH:43]=1)[CH2:10][N:11]1[CH2:12][CH2:13][N:14]([CH2:35][C:36]([OH:38])=[O:37])[CH2:15][CH2:16][N:17]([CH2:31][C:32]([OH:34])=[O:33])[CH2:18][CH2:19][N:20]([CH2:23][C:24]([OH:26])=[O:25])[CH2:21][CH2:22]1)([OH:58])=[O:53]. The catalyst class is: 12.